This data is from Forward reaction prediction with 1.9M reactions from USPTO patents (1976-2016). The task is: Predict the product of the given reaction. Given the reactants [CH3:1][C:2]1[N:3]([CH2:29][C:30]([O:32][CH2:33][CH3:34])=[O:31])[C:4]2[CH2:5][C:6]([CH3:28])([CH3:27])[CH2:7][C:8](=[O:26])[C:9]=2[C:10]=1[CH2:11][C:12]1[CH:17]=[CH:16][CH:15]=[CH:14][C:13]=1[S:18]([N:21]1[CH2:25][CH2:24][CH2:23][CH2:22]1)(=[O:20])=[O:19].[O:35]1[CH2:40][CH2:39][N:38](CCO)[CH2:37][CH2:36]1, predict the reaction product. The product is: [CH3:1][C:2]1[N:3]([CH2:29][C:30]([O:32][CH2:33][CH2:34][N:38]2[CH2:39][CH2:40][O:35][CH2:36][CH2:37]2)=[O:31])[C:4]2[CH2:5][C:6]([CH3:28])([CH3:27])[CH2:7][C:8](=[O:26])[C:9]=2[C:10]=1[CH2:11][C:12]1[CH:17]=[CH:16][CH:15]=[CH:14][C:13]=1[S:18]([N:21]1[CH2:25][CH2:24][CH2:23][CH2:22]1)(=[O:20])=[O:19].